From a dataset of Full USPTO retrosynthesis dataset with 1.9M reactions from patents (1976-2016). Predict the reactants needed to synthesize the given product. (1) Given the product [CH3:1][O:2][C:3](=[O:25])[CH2:4][CH2:5][NH:6][C:7](=[O:24])[C:8]1[CH:13]=[CH:12][C:11]([O:14][CH2:15][C:16]2[CH:21]=[CH:20][C:19]([C:26]3[CH:31]=[CH:30][CH:29]=[CH:28][CH:27]=3)=[CH:18][C:17]=2[CH3:23])=[CH:10][CH:9]=1, predict the reactants needed to synthesize it. The reactants are: [CH3:1][O:2][C:3](=[O:25])[CH2:4][CH2:5][NH:6][C:7](=[O:24])[C:8]1[CH:13]=[CH:12][C:11]([O:14][CH2:15][C:16]2[CH:21]=[CH:20][C:19](Br)=[CH:18][C:17]=2[CH3:23])=[CH:10][CH:9]=1.[C:26]1(B(O)O)[CH:31]=[CH:30][CH:29]=[CH:28][CH:27]=1.C([O-])([O-])=O.[Na+].[Na+]. (2) Given the product [F:30][C:24]1[C:25]([F:29])=[CH:26][CH:27]=[CH:28][C:23]=1[C:21]1[N:22]=[C:17]2[CH:16]=[N:15][N:14]([CH2:13][C:11]3[O:10][N:9]=[C:8]([C:5]4[CH:6]=[CH:7][C:2]([C:36]5[CH:37]=[CH:38][C:33]([O:32][CH3:31])=[CH:34][CH:35]=5)=[CH:3][CH:4]=4)[CH:12]=3)[CH:19]=[C:18]2[N:20]=1, predict the reactants needed to synthesize it. The reactants are: Br[C:2]1[CH:7]=[CH:6][C:5]([C:8]2[CH:12]=[C:11]([CH2:13][N:14]3[CH:19]=[C:18]4[N:20]=[C:21]([C:23]5[CH:28]=[CH:27][CH:26]=[C:25]([F:29])[C:24]=5[F:30])[N:22]=[C:17]4[CH:16]=[N:15]3)[O:10][N:9]=2)=[CH:4][CH:3]=1.[CH3:31][O:32][C:33]1[CH:38]=[CH:37][C:36](B(O)O)=[CH:35][CH:34]=1.C(=O)([O-])[O-].[Na+].[Na+].